This data is from Human liver microsome stability data. The task is: Regression/Classification. Given a drug SMILES string, predict its absorption, distribution, metabolism, or excretion properties. Task type varies by dataset: regression for continuous measurements (e.g., permeability, clearance, half-life) or binary classification for categorical outcomes (e.g., BBB penetration, CYP inhibition). Dataset: hlm. (1) The molecule is N#Cc1ccccc1Cn1c(N2CCC[C@@H](N)C2)nccc1=O. The result is 0 (unstable in human liver microsomes). (2) The compound is Cc1cnc2c(C(F)(F)F)cccc2c1-c1cccc(-c2ccc(S(C)(=O)=O)cc2)c1. The result is 0 (unstable in human liver microsomes). (3) The molecule is CC[C@H]1OC(=O)[C@H](C)[C@@H](O[C@H]2C[C@@](C)(OC)[C@@H](O)[C@H](C)O2)[C@H](C)[C@@H](O[C@@H]2O[C@H](C)C[C@H](N(C)C)[C@H]2O)[C@](C)(O)C[C@@H](C)CN(CCCN(CCC#N)C(=O)Nc2cccc3ccccc23)[C@H](C)[C@@H](O)[C@]1(C)O. The result is 0 (unstable in human liver microsomes). (4) The drug is CC(=O)n1cc(Nc2ccc(I)cc2F)c(C(=O)NOCCO)c1. The result is 1 (stable in human liver microsomes). (5) The molecule is COc1cc([C@H]2CCN(CCO)C[C@@H]2O)ccc1Nc1ncc2ccc(-c3ccccc3OC)n2n1. The result is 0 (unstable in human liver microsomes). (6) The drug is C=CC(=O)Nc1cccc(Nc2nc(Nc3ccc(OCCOC)cc3)ncc2F)c1. The result is 0 (unstable in human liver microsomes).